This data is from Forward reaction prediction with 1.9M reactions from USPTO patents (1976-2016). The task is: Predict the product of the given reaction. (1) Given the reactants [Cl:1][C:2]1[C:3]([CH2:12][O:13][C:14]2[CH:19]=[CH:18][C:17]([F:20])=[C:16]([Cl:21])[CH:15]=2)=[CH:4][C:5]2[O:9][N:8]=[C:7]([NH2:10])[C:6]=2[CH:11]=1.[CH3:22][S:23](Cl)(=[O:25])=[O:24].C(N(CC)CC)C, predict the reaction product. The product is: [Cl:1][C:2]1[C:3]([CH2:12][O:13][C:14]2[CH:19]=[CH:18][C:17]([F:20])=[C:16]([Cl:21])[CH:15]=2)=[CH:4][C:5]2[O:9][N:8]=[C:7]([NH:10][S:23]([CH3:22])(=[O:25])=[O:24])[C:6]=2[CH:11]=1. (2) Given the reactants [CH3:1][N:2]1[C:6]([C:7]([C:9]2[CH:14]=[CH:13][C:12]([N+:15]([O-])=O)=[C:11]([CH3:18])[CH:10]=2)=[O:8])=[CH:5][N:4]=[CH:3]1.[N:19]1([C:24]2[CH:43]=[CH:42][C:27]([CH2:28][C:29]3[C:30]([Cl:41])=NC4C([C:38]=3[Cl:39])=CC(Br)=CC=4)=[CH:26][CH:25]=2)[CH:23]=[CH:22][CH:21]=[N:20]1.O=P(Cl)(Cl)Cl.[NH4+].[OH-], predict the reaction product. The product is: [N:19]1([C:24]2[CH:25]=[CH:26][C:27]([CH2:28][C:29]3[C:30]([Cl:41])=[N:15][C:12]4[C:13]([C:38]=3[Cl:39])=[CH:14][C:9]([C:7]([C:6]3[N:2]([CH3:1])[CH:3]=[N:4][CH:5]=3)=[O:8])=[CH:10][C:11]=4[CH3:18])=[CH:42][CH:43]=2)[CH:23]=[CH:22][CH:21]=[N:20]1.